Dataset: Reaction yield outcomes from USPTO patents with 853,638 reactions. Task: Predict the reaction yield, written as a fraction of the theoretical maximum amount of product (1.0 means a 100% yield; for example, 0.34 means a 34% yield). The reactants are C(OC([N:8]1[CH2:13][CH2:12][N:11]([C:14]2[CH:15]=[CH:16][C:17]([O:38][C:39]([F:42])([F:41])[F:40])=[C:18]([NH:20][C:21]3[N:30]=[CH:29][C:28]4[CH2:27][CH2:26][C:25]5[C:31]([C:35]([NH2:37])=[O:36])=[N:32][N:33]([CH3:34])[C:24]=5[C:23]=4[N:22]=3)[CH:19]=2)[CH2:10][CH2:9]1)=O)(C)(C)C. The catalyst is O1CCOCC1.Cl. The product is [N:11]1([C:14]2[CH:15]=[CH:16][C:17]([O:38][C:39]([F:40])([F:41])[F:42])=[C:18]([NH:20][C:21]3[N:30]=[CH:29][C:28]4[CH2:27][CH2:26][C:25]5[C:31]([C:35]([NH2:37])=[O:36])=[N:32][N:33]([CH3:34])[C:24]=5[C:23]=4[N:22]=3)[CH:19]=2)[CH2:10][CH2:9][NH:8][CH2:13][CH2:12]1. The yield is 1.00.